This data is from Reaction yield outcomes from USPTO patents with 853,638 reactions. The task is: Predict the reaction yield, written as a fraction of the theoretical maximum amount of product (1.0 means a 100% yield; for example, 0.34 means a 34% yield). The reactants are [CH2:1]([S:5][C:6]1[CH:15]=[C:14]([N+:16]([O-:18])=[O:17])[C:13]2[C:8](=[CH:9][CH:10]=[CH:11][CH:12]=2)[C:7]=1[O:19][CH3:20])[CH2:2]CC.SCC[OH:24]. The catalyst is CCCCCC.CCOC(C)=O. The product is [CH3:20][O:19][C:7]1[C:8]2[C:13](=[CH:12][CH:11]=[CH:10][CH:9]=2)[C:14]([N+:16]([O-:18])=[O:17])=[CH:15][C:6]=1[S:5][CH2:1][CH2:2][OH:24]. The yield is 0.580.